Dataset: NCI-60 drug combinations with 297,098 pairs across 59 cell lines. Task: Regression. Given two drug SMILES strings and cell line genomic features, predict the synergy score measuring deviation from expected non-interaction effect. (1) Drug 1: C1=CC(=CC=C1CC(C(=O)O)N)N(CCCl)CCCl.Cl. Drug 2: CC1CCC2CC(C(=CC=CC=CC(CC(C(=O)C(C(C(=CC(C(=O)CC(OC(=O)C3CCCCN3C(=O)C(=O)C1(O2)O)C(C)CC4CCC(C(C4)OC)OCCO)C)C)O)OC)C)C)C)OC. Cell line: SNB-19. Synergy scores: CSS=31.1, Synergy_ZIP=-4.60, Synergy_Bliss=0.997, Synergy_Loewe=-1.45, Synergy_HSA=2.70. (2) Drug 1: CC(C)(C#N)C1=CC(=CC(=C1)CN2C=NC=N2)C(C)(C)C#N. Drug 2: CC1=C2C(C(=O)C3(C(CC4C(C3C(C(C2(C)C)(CC1OC(=O)C(C(C5=CC=CC=C5)NC(=O)OC(C)(C)C)O)O)OC(=O)C6=CC=CC=C6)(CO4)OC(=O)C)O)C)O. Cell line: NCIH23. Synergy scores: CSS=-2.13, Synergy_ZIP=2.51, Synergy_Bliss=0.952, Synergy_Loewe=-2.90, Synergy_HSA=-2.64.